From a dataset of Forward reaction prediction with 1.9M reactions from USPTO patents (1976-2016). Predict the product of the given reaction. (1) Given the reactants Cl[C:2]1[C:7]([Cl:8])=[CH:6][CH:5]=[CH:4][C:3]=1[N+:9]([O-:11])=[O:10].C[S:13](C)=O, predict the reaction product. The product is: [Cl:8][C:7]1[CH:6]=[CH:5][CH:4]=[C:3]([N+:9]([O-:11])=[O:10])[C:2]=1[SH:13]. (2) The product is: [S:35]([OH:39])([OH:38])(=[O:37])=[O:36].[Cl:1][C:2]1[CH:7]=[C:6]([O:8][C:9]2[C:18]3[C:13](=[CH:14][C:15]([O:21][CH3:22])=[C:16]([O:19][CH3:20])[CH:17]=3)[N:12]=[CH:11][CH:10]=2)[CH:5]=[CH:4][C:3]=1[NH:23][C:24]([NH:26][C:27]1[CH:31]=[C:30]([CH3:32])[O:29][N:28]=1)=[O:25]. Given the reactants [Cl:1][C:2]1[CH:7]=[C:6]([O:8][C:9]2[C:18]3[C:13](=[CH:14][C:15]([O:21][CH3:22])=[C:16]([O:19][CH3:20])[CH:17]=3)[N:12]=[CH:11][CH:10]=2)[CH:5]=[CH:4][C:3]=1[NH:23][C:24]([NH:26][C:27]1[CH:31]=[C:30]([CH3:32])[O:29][N:28]=1)=[O:25].CO.[S:35](=[O:39])(=[O:38])([OH:37])[OH:36].O, predict the reaction product. (3) Given the reactants [CH3:1][O:2][C:3]1[CH:30]=[CH:29][C:6]([CH2:7][N:8]2[C:12]3=[N:13][CH:14]=[C:15]([C:24]([O:26][CH2:27][CH3:28])=[O:25])[C:16]([NH:17][CH:18]4[CH2:23][CH2:22][S:21][CH2:20][CH2:19]4)=[C:11]3[CH:10]=[N:9]2)=[CH:5][CH:4]=1.ClC1C=CC=C(C(OO)=[O:39])C=1.[OH2:42], predict the reaction product. The product is: [O:42]=[S:21]1(=[O:39])[CH2:22][CH2:23][CH:18]([NH:17][C:16]2[C:15]([C:24]([O:26][CH2:27][CH3:28])=[O:25])=[CH:14][N:13]=[C:12]3[N:8]([CH2:7][C:6]4[CH:5]=[CH:4][C:3]([O:2][CH3:1])=[CH:30][CH:29]=4)[N:9]=[CH:10][C:11]=23)[CH2:19][CH2:20]1. (4) Given the reactants [N+:1]([C:4]1[CH:5]=[N:6][CH:7]=[CH:8][C:9]=1[N:10]1[CH2:15][CH2:14][CH2:13][C@H:12]([NH:16][C:17](=[O:26])[O:18][CH2:19][C:20]2[CH:25]=[CH:24][CH:23]=[CH:22][CH:21]=2)[CH2:11]1)([O-])=O.CC(O)=O.O, predict the reaction product. The product is: [NH2:1][C:4]1[CH:5]=[N:6][CH:7]=[CH:8][C:9]=1[N:10]1[CH2:15][CH2:14][CH2:13][C@H:12]([NH:16][C:17](=[O:26])[O:18][CH2:19][C:20]2[CH:21]=[CH:22][CH:23]=[CH:24][CH:25]=2)[CH2:11]1. (5) Given the reactants [CH2:1]1[CH2:32][O:31][C:3]([CH2:24][CH2:25][CH2:26][CH2:27][CH2:28][CH2:29][CH3:30])([CH2:4][CH2:5][C@H:6]2[CH:10]=[CH:9][C:8](=[O:11])[C@@H:7]2[CH2:12]/[CH:13]=[CH:14]\[CH2:15][CH2:16][CH2:17][C:18]([O:20][CH:21]([CH3:23])[CH3:22])=[O:19])[O:2]1.[C:33](C1C=CC=CC=1)(=[O:40])C1C=CC=CC=1, predict the reaction product. The product is: [CH:21]([O:20][C:18](=[O:19])[CH2:17][CH2:16][CH2:15][CH:14]=[CH:13][CH2:12][C@H:7]1[C:8](=[O:11])[CH2:9][C@@H:10]([CH2:33][OH:40])[C@@H:6]1[CH2:5][CH2:4][C:3]1([O:2][CH2:1][CH2:32][O:31]1)[CH2:24][CH2:25][CH2:26][CH2:27][CH2:28][CH2:29][CH3:30])([CH3:22])[CH3:23].